From a dataset of Catalyst prediction with 721,799 reactions and 888 catalyst types from USPTO. Predict which catalyst facilitates the given reaction. Reactant: [CH3:1][C:2]1[CH:7]=[CH:6][C:5]([S:8]([N:11]2[CH2:16][CH2:15][C:14]3[S:17][C:18]([C:20]([OH:22])=O)=[CH:19][C:13]=3[CH2:12]2)(=[O:10])=[O:9])=[CH:4][CH:3]=1.CCN(CC)CC.CCN=C=NCCCN(C)C.[CH:41]1[CH:42]=[CH:43][C:44]2[N:49](O)N=[N:47][C:45]=2[CH:46]=1.C1(N)C=CC=CC=1N. Product: [NH2:47][C:45]1[CH:46]=[CH:41][CH:42]=[CH:43][C:44]=1[NH:49][C:20]([C:18]1[S:17][C:14]2[CH2:15][CH2:16][N:11]([S:8]([C:5]3[CH:4]=[CH:3][C:2]([CH3:1])=[CH:7][CH:6]=3)(=[O:9])=[O:10])[CH2:12][C:13]=2[CH:19]=1)=[O:22]. The catalyst class is: 3.